From a dataset of NCI-60 drug combinations with 297,098 pairs across 59 cell lines. Regression. Given two drug SMILES strings and cell line genomic features, predict the synergy score measuring deviation from expected non-interaction effect. (1) Drug 1: CC12CCC3C(C1CCC2OP(=O)(O)O)CCC4=C3C=CC(=C4)OC(=O)N(CCCl)CCCl.[Na+]. Drug 2: CC1C(C(CC(O1)OC2CC(CC3=C2C(=C4C(=C3O)C(=O)C5=C(C4=O)C(=CC=C5)OC)O)(C(=O)CO)O)N)O.Cl. Cell line: HCT116. Synergy scores: CSS=45.1, Synergy_ZIP=-1.59, Synergy_Bliss=-0.0154, Synergy_Loewe=-9.28, Synergy_HSA=2.52. (2) Drug 1: C1=CC(=CC=C1CCCC(=O)O)N(CCCl)CCCl. Drug 2: C1=NNC2=C1C(=O)NC=N2. Cell line: NCI/ADR-RES. Synergy scores: CSS=10.4, Synergy_ZIP=-6.54, Synergy_Bliss=-2.22, Synergy_Loewe=-16.2, Synergy_HSA=-2.88. (3) Drug 1: CC1=CC2C(CCC3(C2CCC3(C(=O)C)OC(=O)C)C)C4(C1=CC(=O)CC4)C. Drug 2: C1C(C(OC1N2C=C(C(=O)NC2=O)F)CO)O. Cell line: SK-MEL-5. Synergy scores: CSS=23.6, Synergy_ZIP=4.27, Synergy_Bliss=1.03, Synergy_Loewe=-40.3, Synergy_HSA=-6.23. (4) Drug 1: CC1=C(C=C(C=C1)NC2=NC=CC(=N2)N(C)C3=CC4=NN(C(=C4C=C3)C)C)S(=O)(=O)N.Cl. Synergy scores: CSS=22.2, Synergy_ZIP=14.3, Synergy_Bliss=24.2, Synergy_Loewe=16.1, Synergy_HSA=17.8. Drug 2: CC1CCC2CC(C(=CC=CC=CC(CC(C(=O)C(C(C(=CC(C(=O)CC(OC(=O)C3CCCCN3C(=O)C(=O)C1(O2)O)C(C)CC4CCC(C(C4)OC)OCCO)C)C)O)OC)C)C)C)OC. Cell line: SK-MEL-2. (5) Drug 2: C1CN(CCN1C(=O)CCBr)C(=O)CCBr. Drug 1: C#CCC(CC1=CN=C2C(=N1)C(=NC(=N2)N)N)C3=CC=C(C=C3)C(=O)NC(CCC(=O)O)C(=O)O. Synergy scores: CSS=11.9, Synergy_ZIP=-1.35, Synergy_Bliss=1.19, Synergy_Loewe=-0.785, Synergy_HSA=1.10. Cell line: A498. (6) Drug 1: CC1=C2C(C(=O)C3(C(CC4C(C3C(C(C2(C)C)(CC1OC(=O)C(C(C5=CC=CC=C5)NC(=O)OC(C)(C)C)O)O)OC(=O)C6=CC=CC=C6)(CO4)OC(=O)C)OC)C)OC. Drug 2: CC1OCC2C(O1)C(C(C(O2)OC3C4COC(=O)C4C(C5=CC6=C(C=C35)OCO6)C7=CC(=C(C(=C7)OC)O)OC)O)O. Cell line: A498. Synergy scores: CSS=42.7, Synergy_ZIP=-6.23, Synergy_Bliss=-4.52, Synergy_Loewe=2.58, Synergy_HSA=3.94. (7) Drug 1: CN(C)N=NC1=C(NC=N1)C(=O)N. Drug 2: C1=NNC2=C1C(=O)NC=N2. Cell line: HOP-62. Synergy scores: CSS=-0.665, Synergy_ZIP=0.926, Synergy_Bliss=1.05, Synergy_Loewe=-3.18, Synergy_HSA=-2.30.